The task is: Predict the product of the given reaction.. This data is from Forward reaction prediction with 1.9M reactions from USPTO patents (1976-2016). (1) Given the reactants [F:1][C:2]1[CH:7]=[CH:6][CH:5]=[CH:4][C:3]=1[C:8]1[CH:13]=[CH:12][N:11]=[C:10]([N:14]2[CH2:19][CH2:18][N:17](C(OC(C)(C)C)=O)[CH2:16][CH2:15]2)[N:9]=1.C(OCC)(=O)C.[ClH:33], predict the reaction product. The product is: [ClH:33].[ClH:33].[F:1][C:2]1[CH:7]=[CH:6][CH:5]=[CH:4][C:3]=1[C:8]1[CH:13]=[CH:12][N:11]=[C:10]([N:14]2[CH2:15][CH2:16][NH:17][CH2:18][CH2:19]2)[N:9]=1. (2) Given the reactants [Cl:1][C:2]1[CH:7]=[CH:6][N:5]([C:8]2[C:15]([F:16])=[CH:14][CH:13]=[CH:12][C:9]=2[C:10]#[N:11])[C:4](=[O:17])[C:3]=1[CH:18]=O.Cl.[NH2:21][OH:22].C([O-])(=O)C.[Na+].CO, predict the reaction product. The product is: [Cl:1][C:2]1[CH:7]=[CH:6][N:5]([C:8]2[C:15]([F:16])=[CH:14][CH:13]=[CH:12][C:9]=2[C:10]#[N:11])[C:4](=[O:17])[C:3]=1[CH:18]=[N:21][OH:22].